This data is from Reaction yield outcomes from USPTO patents with 853,638 reactions. The task is: Predict the reaction yield, written as a fraction of the theoretical maximum amount of product (1.0 means a 100% yield; for example, 0.34 means a 34% yield). The reactants are [NH2:1][C:2]1[CH:3]=[C:4]([C:8]2[C:16]3[C:11](=[CH:12][CH:13]=[C:14](C#N)[CH:15]=3)[N:10]([CH:19]3[CH2:24][CH2:23][CH2:22][CH2:21][O:20]3)[N:9]=2)[CH:5]=[CH:6][CH:7]=1.[C:25]([O:28][C@@H:29]([CH3:33])[C:30](O)=[O:31])(=[O:27])[CH3:26].Cl.[CH3:35][N:36](C)CCCN=C=NCC. The catalyst is ClCCl. The product is [C:25]([O:28][C@H:29]([C:30](=[O:31])[NH:1][C:2]1[CH:7]=[CH:6][CH:5]=[C:4]([C:8]2[C:16]3[C:11](=[CH:12][CH:13]=[CH:14][CH:15]=3)[N:10]([CH:19]3[CH2:24][CH2:23][CH:22]([C:35]#[N:36])[CH2:21][O:20]3)[N:9]=2)[CH:3]=1)[CH3:33])(=[O:27])[CH3:26]. The yield is 0.850.